From a dataset of Forward reaction prediction with 1.9M reactions from USPTO patents (1976-2016). Predict the product of the given reaction. Given the reactants [OH:1][C@H:2]([CH2:28][OH:29])[CH2:3][O:4][C:5]1[CH:6]=[CH:7][C:8]2[C:20](=[O:21])[C:19]3[C:18]4[C:13](=[C:14]([OH:24])[C:15]([C:22]#[N:23])=[CH:16][CH:17]=4)[NH:12][C:11]=3[C:10]([CH3:26])([CH3:25])[C:9]=2[CH:27]=1.[CH3:30][Si](C=[N+]=[N-])(C)C.C(N(C(C)C)CC)(C)C, predict the reaction product. The product is: [OH:1][C@H:2]([CH2:28][OH:29])[CH2:3][O:4][C:5]1[CH:6]=[CH:7][C:8]2[C:20](=[O:21])[C:19]3[C:18]4[C:13](=[C:14]([O:24][CH3:30])[C:15]([C:22]#[N:23])=[CH:16][CH:17]=4)[NH:12][C:11]=3[C:10]([CH3:26])([CH3:25])[C:9]=2[CH:27]=1.